Dataset: NCI-60 drug combinations with 297,098 pairs across 59 cell lines. Task: Regression. Given two drug SMILES strings and cell line genomic features, predict the synergy score measuring deviation from expected non-interaction effect. (1) Drug 1: CCCS(=O)(=O)NC1=C(C(=C(C=C1)F)C(=O)C2=CNC3=C2C=C(C=N3)C4=CC=C(C=C4)Cl)F. Drug 2: C1CN(P(=O)(OC1)NCCCl)CCCl. Cell line: HOP-92. Synergy scores: CSS=-0.0945, Synergy_ZIP=1.62, Synergy_Bliss=3.43, Synergy_Loewe=0.100, Synergy_HSA=0.546. (2) Drug 1: COC1=C(C=C2C(=C1)N=CN=C2NC3=CC(=C(C=C3)F)Cl)OCCCN4CCOCC4. Drug 2: CN1C(=O)N2C=NC(=C2N=N1)C(=O)N. Cell line: LOX IMVI. Synergy scores: CSS=13.1, Synergy_ZIP=-3.97, Synergy_Bliss=2.06, Synergy_Loewe=1.79, Synergy_HSA=3.64. (3) Drug 1: CC1=C(C(CCC1)(C)C)C=CC(=CC=CC(=CC(=O)O)C)C. Drug 2: CC(C)CN1C=NC2=C1C3=CC=CC=C3N=C2N. Cell line: HS 578T. Synergy scores: CSS=18.6, Synergy_ZIP=0.0835, Synergy_Bliss=1.88, Synergy_Loewe=-0.825, Synergy_HSA=-0.586. (4) Drug 1: CCC1=C2CN3C(=CC4=C(C3=O)COC(=O)C4(CC)O)C2=NC5=C1C=C(C=C5)O. Drug 2: C(=O)(N)NO. Cell line: UACC-257. Synergy scores: CSS=4.57, Synergy_ZIP=-1.52, Synergy_Bliss=2.90, Synergy_Loewe=-5.11, Synergy_HSA=2.18. (5) Drug 1: C1C(C(OC1N2C=NC3=C(N=C(N=C32)Cl)N)CO)O. Drug 2: N.N.Cl[Pt+2]Cl. Cell line: K-562. Synergy scores: CSS=59.7, Synergy_ZIP=-2.96, Synergy_Bliss=-2.57, Synergy_Loewe=-1.27, Synergy_HSA=4.07. (6) Drug 1: C1CN1P(=S)(N2CC2)N3CC3. Drug 2: CC(C)NC(=O)C1=CC=C(C=C1)CNNC.Cl. Cell line: HS 578T. Synergy scores: CSS=6.82, Synergy_ZIP=-3.82, Synergy_Bliss=-3.05, Synergy_Loewe=-8.52, Synergy_HSA=-4.09. (7) Drug 1: CC=C1C(=O)NC(C(=O)OC2CC(=O)NC(C(=O)NC(CSSCCC=C2)C(=O)N1)C(C)C)C(C)C. Drug 2: C(CN)CNCCSP(=O)(O)O. Cell line: UACC-257. Synergy scores: CSS=45.1, Synergy_ZIP=2.29, Synergy_Bliss=3.37, Synergy_Loewe=-21.3, Synergy_HSA=1.84.